This data is from Full USPTO retrosynthesis dataset with 1.9M reactions from patents (1976-2016). The task is: Predict the reactants needed to synthesize the given product. (1) Given the product [CH2:26]([O:25][P:23]([C:20]([C:17]1[CH:18]=[CH:19][C:14]([CH2:13][N:10]2[CH:11]=[CH:12][NH:8][C:9]2=[O:32])=[CH:15][C:16]=1[Br:31])([F:21])[F:22])(=[O:24])[O:28][CH2:29][CH3:30])[CH3:27], predict the reactants needed to synthesize it. The reactants are: C(OC([N:8]1[CH:12]=[CH:11][N:10]([CH2:13][C:14]2[CH:19]=[CH:18][C:17]([C:20]([P:23]([O:28][CH2:29][CH3:30])([O:25][CH2:26][CH3:27])=[O:24])([F:22])[F:21])=[C:16]([Br:31])[CH:15]=2)[C:9]1=[O:32])=O)(C)(C)C.Cl. (2) Given the product [C:10]([O:14][C:15]([NH:17][C@@H:18]([CH2:23][C:24]1[CH:29]=[CH:28][C:27]([OH:30])=[CH:26][CH:25]=1)[C@@H:19]1[O:22][CH2:20]1)=[O:16])([CH3:13])([CH3:12])[CH3:11], predict the reactants needed to synthesize it. The reactants are: CC(O)C.C(=O)([O-])O.[Na+].[C:10]([O:14][C:15]([NH:17][C@@H:18]([CH2:23][C:24]1[CH:29]=[CH:28][C:27]([O:30]CC2C=CC=CC=2)=[CH:26][CH:25]=1)[C@H:19]([OH:22])[CH2:20]Cl)=[O:16])([CH3:13])([CH3:12])[CH3:11].C(O)(=O)CC(CC(O)=O)(C(O)=O)O. (3) Given the product [Cl:1][C:2]1[N:11]=[CH:10][C:9]2[N:8]([CH2:12][CH:13]3[CH2:14][CH2:15]3)[C:7](=[O:16])[C:6]3([CH3:23])[CH2:17][O:18][CH2:19][CH2:20][N:5]3[C:4]=2[N:3]=1, predict the reactants needed to synthesize it. The reactants are: [Cl:1][C:2]1[N:11]=[CH:10][C:9]2[N:8]([CH2:12][CH:13]3[CH2:15][CH2:14]3)[C:7](=[O:16])[CH:6]3[CH2:17][O:18][CH2:19][CH2:20][N:5]3[C:4]=2[N:3]=1.IC.[CH3:23]C(C)([O-])C.[Na+]. (4) Given the product [CH3:5][C:2]([C:6]1[CH:7]=[CH:8][C:9]([NH:12][C:13](=[O:15])[CH3:14])=[C:10]([N+:16]([O-:18])=[O:17])[CH:11]=1)([CH3:1])[CH2:3][CH3:4], predict the reactants needed to synthesize it. The reactants are: [CH3:1][C:2]([C:6]1[CH:11]=[CH:10][C:9]([NH:12][C:13](=[O:15])[CH3:14])=[CH:8][CH:7]=1)([CH3:5])[CH2:3][CH3:4].[N+:16]([O-])([OH:18])=[O:17]. (5) Given the product [CH3:23][C:21]1[CH:20]=[CH:19][C:17]2[N:18]=[C:14]([NH:13][C:10](=[O:11])[CH2:9][C:4]3[CH:5]=[CH:6][CH:7]=[CH:8][C:3]=3[O:2][CH3:1])[S:15][C:16]=2[CH:22]=1, predict the reactants needed to synthesize it. The reactants are: [CH3:1][O:2][C:3]1[CH:8]=[CH:7][CH:6]=[CH:5][C:4]=1[CH2:9][C:10](Cl)=[O:11].[NH2:13][C:14]1[S:15][C:16]2[CH:22]=[C:21]([CH3:23])[CH:20]=[CH:19][C:17]=2[N:18]=1.